This data is from Full USPTO retrosynthesis dataset with 1.9M reactions from patents (1976-2016). The task is: Predict the reactants needed to synthesize the given product. (1) Given the product [CH:1]([C:4]1[C:5](=[O:7])[N:22]2[N:23]=[CH:24][C:25]([C:26]#[N:27])=[C:21]2[NH:20][C:10]=1[CH2:11][CH2:12][C:13]1[CH:14]=[CH:15][CH:16]=[CH:17][CH:18]=1)([CH3:2])[CH3:3], predict the reactants needed to synthesize it. The reactants are: [CH:1]([CH:4]([C:10](=O)[CH2:11][CH2:12][C:13]1[CH:18]=[CH:17][CH:16]=[CH:15][CH:14]=1)[C:5]([O:7]CC)=O)([CH3:3])[CH3:2].[NH2:20][C:21]1[C:25]([C:26]#[N:27])=[CH:24][NH:23][N:22]=1. (2) Given the product [N:12]1([C:9]2[CH:10]=[CH:11][C:6]([CH2:5][C:4](=[O:20])[CH3:17])=[CH:7][CH:8]=2)[CH:16]=[CH:15][CH:14]=[N:13]1, predict the reactants needed to synthesize it. The reactants are: [N+]([CH:4]([CH3:17])[CH2:5][C:6]1[CH:11]=[CH:10][C:9]([N:12]2[CH:16]=[CH:15][CH:14]=[N:13]2)=[CH:8][CH:7]=1)([O-])=O.C(O)(=[O:20])C. (3) Given the product [C:9]([C:6]1[N:7]([CH3:8])[C:3]([C:1]2[N:19]=[N:18][N:17]([C:20]3[CH:21]=[C:22]([CH:43]=[CH:44][C:45]=3[CH3:46])[C:23]([NH:25][C:26]3[CH:31]=[C:30]([C:32]([CH3:34])([CH3:35])[CH3:33])[CH:29]=[C:28]([NH:36][S:37]([CH3:40])(=[O:39])=[O:38])[C:27]=3[O:41][CH3:42])=[O:24])[CH:2]=2)=[CH:4][N:5]=1)(=[O:10])[C:11]1[CH:16]=[CH:15][CH:14]=[CH:13][CH:12]=1, predict the reactants needed to synthesize it. The reactants are: [C:1]([C:3]1[N:7]([CH3:8])[C:6]([C:9]([C:11]2[CH:16]=[CH:15][CH:14]=[CH:13][CH:12]=2)=[O:10])=[N:5][CH:4]=1)#[CH:2].[N:17]([C:20]1[CH:21]=[C:22]([CH:43]=[CH:44][C:45]=1[CH3:46])[C:23]([NH:25][C:26]1[CH:31]=[C:30]([C:32]([CH3:35])([CH3:34])[CH3:33])[CH:29]=[C:28]([NH:36][S:37]([CH3:40])(=[O:39])=[O:38])[C:27]=1[O:41][CH3:42])=[O:24])=[N+:18]=[N-:19]. (4) Given the product [CH3:2][C:3]1([CH3:13])[O:8][CH2:7][C@@H:6]2[CH2:9][NH:10][CH2:11][CH2:12][N:5]2[CH2:4]1, predict the reactants needed to synthesize it. The reactants are: I[CH2:2][C:3]1([CH3:13])[O:8][CH2:7][C@@H:6]2[CH2:9][NH:10][CH2:11][CH2:12][N:5]2[CH2:4]1.CCN(CC)CC. (5) Given the product [CH3:1][C:2]1[N:3]=[CH:4][N:5]([CH2:7][CH2:8][CH2:9][N:10]2[CH:19]([C:20]3[CH:21]=[CH:22][CH:23]=[CH:24][CH:25]=3)[C:30](=[O:28])[NH:31][C:11]2=[O:18])[CH:6]=1, predict the reactants needed to synthesize it. The reactants are: [CH3:1][C:2]1[N:3]=[CH:4][N:5]([CH2:7][CH2:8][CH2:9][NH2:10])[CH:6]=1.[CH:11](=[O:18])C1C=CC=CC=1.[CH2:19]([N+]#[C-])[C:20]1[CH:25]=[CH:24][CH:23]=[CH:22][CH:21]=1.[O:28]([C:30]#[N:31])[K]. (6) Given the product [C:7]1([C:44]2[CH:49]=[CH:48][C:47]([C:7]3[CH:8]=[CH:9][C:10]([C@H:13]4[N:14]([C:29]5[CH:34]=[CH:33][C:32]([F:35])=[CH:31][CH:30]=5)[C:15](=[O:28])[C@@H:16]4[CH2:17][CH2:18][C@H:38]([OH:41])[C:21]4[CH:26]=[CH:25][C:24]([F:27])=[CH:23][CH:22]=4)=[CH:11][CH:12]=3)=[CH:46][CH:45]=2)[CH:8]=[CH:9][C:10]([C@H:13]2[N:14]([C:29]3[CH:34]=[CH:33][C:32]([F:35])=[CH:31][CH:30]=3)[C:15](=[O:28])[C@@H:16]2[CH2:17][CH2:18][C@@H:19]([C:21]2[CH:22]=[CH:23][C:24]([F:27])=[CH:25][CH:26]=2)[OH:20])=[CH:11][CH:12]=1, predict the reactants needed to synthesize it. The reactants are: FC(F)(F)S(O[C:7]1[CH:12]=[CH:11][C:10]([C@@H:13]2[C@@H:16]([CH2:17][CH2:18][C@@H:19]([C:21]3[CH:26]=[CH:25][C:24]([F:27])=[CH:23][CH:22]=3)[OH:20])[C:15](=[O:28])[N:14]2[C:29]2[CH:34]=[CH:33][C:32]([F:35])=[CH:31][CH:30]=2)=[CH:9][CH:8]=1)(=O)=O.[C:38](=[O:41])([O-])[O-].[K+].[K+].[C:44]1(B(O)O)[CH:49]=[CH:48][C:47](B(O)O)=[CH:46][CH:45]=1. (7) Given the product [CH3:24][C:21]1([CH3:25])[CH2:22][CH2:23][C@@:18]2([C:26]([OH:28])=[O:27])[CH:19]([C:14]3[C@@:15]([CH3:29])([CH2:16][CH2:17]2)[C@@:10]2([CH3:30])[CH:11]([C@:2]4([CH3:1])[CH:7]([CH2:8][CH2:9]2)[C:6]([CH3:32])([CH3:31])[C:5](=[O:33])[CH2:4][CH2:3]4)[CH2:12][CH:13]=3)[CH2:20]1, predict the reactants needed to synthesize it. The reactants are: [CH3:1][C@@:2]12[C@H:11]3[CH2:12][CH:13]=[C:14]4[C@@H:19]5[CH2:20][C:21]([CH3:25])([CH3:24])[CH2:22][CH2:23][C@:18]5([C:26]([OH:28])=[O:27])[CH2:17][CH2:16][C@@:15]4([CH3:29])[C@:10]3([CH3:30])[CH2:9][CH2:8][C@H:7]1[C:6]([CH3:32])([CH3:31])[C@@H:5]([OH:33])[CH2:4][CH2:3]2.CC(OI1(OC(C)=O)(OC(C)=O)OC(=O)C2C=CC=CC1=2)=O.